This data is from Forward reaction prediction with 1.9M reactions from USPTO patents (1976-2016). The task is: Predict the product of the given reaction. (1) Given the reactants [NH2:1][C:2]1[C:3]([C:7]2[N:11]([C:12]3[CH:17]=[CH:16][C:15]([F:18])=[C:14]([Br:19])[CH:13]=3)[C:10](=[O:20])[O:9][N:8]=2)=[N:4][O:5][N:6]=1.[C:21]([O:25][C:26]([N:28]1[CH2:33][CH2:32][C:31]([C:37]2[CH:42]=[CH:41][CH:40]=[CH:39][CH:38]=2)([C:34](O)=[O:35])[CH2:30][CH2:29]1)=[O:27])([CH3:24])([CH3:23])[CH3:22].P(Cl)(Cl)(Cl)=O, predict the reaction product. The product is: [Br:19][C:14]1[CH:13]=[C:12]([N:11]2[C:10](=[O:20])[O:9][N:8]=[C:7]2[C:3]2[C:2]([NH:1][C:34]([C:31]3([C:37]4[CH:38]=[CH:39][CH:40]=[CH:41][CH:42]=4)[CH2:32][CH2:33][N:28]([C:26]([O:25][C:21]([CH3:24])([CH3:23])[CH3:22])=[O:27])[CH2:29][CH2:30]3)=[O:35])=[N:6][O:5][N:4]=2)[CH:17]=[CH:16][C:15]=1[F:18]. (2) Given the reactants [CH3:1][O:2][C:3]1[CH:4]=[C:5]([CH:14]=[CH:15][C:16]=1[O:17][CH3:18])[C:6]([CH2:8][C:9]([O:11]CC)=O)=O.[C:19]1([NH:25][NH2:26])[CH:24]=[CH:23][CH:22]=[CH:21][CH:20]=1, predict the reaction product. The product is: [CH3:1][O:2][C:3]1[CH:4]=[C:5]([C:6]2[CH2:8][C:9](=[O:11])[N:25]([C:19]3[CH:24]=[CH:23][CH:22]=[CH:21][CH:20]=3)[N:26]=2)[CH:14]=[CH:15][C:16]=1[O:17][CH3:18].